The task is: Predict the reactants needed to synthesize the given product.. This data is from Full USPTO retrosynthesis dataset with 1.9M reactions from patents (1976-2016). (1) Given the product [OH:39][C:36]1([CH3:40])[CH2:37][CH2:38][N:33]([C:29]2[N:28]=[C:27]([NH:26][C:2]3[N:7]=[CH:6][C:5]4[C:8]([C:17]([NH:19][CH:20]5[CH2:25][CH2:24][O:23][CH2:22][CH2:21]5)=[O:18])=[CH:9][N:10]([CH:11]([CH3:16])[C:12]([F:15])([F:14])[F:13])[C:4]=4[CH:3]=3)[CH:32]=[CH:31][N:30]=2)[CH2:34][CH2:35]1, predict the reactants needed to synthesize it. The reactants are: Cl[C:2]1[N:7]=[CH:6][C:5]2[C:8]([C:17]([NH:19][CH:20]3[CH2:25][CH2:24][O:23][CH2:22][CH2:21]3)=[O:18])=[CH:9][N:10]([CH:11]([CH3:16])[C:12]([F:15])([F:14])[F:13])[C:4]=2[CH:3]=1.[NH2:26][C:27]1[CH:32]=[CH:31][N:30]=[C:29]([N:33]2[CH2:38][CH2:37][C:36]([CH3:40])([OH:39])[CH2:35][CH2:34]2)[N:28]=1.C1(P(C2CCCCC2)C2C(OC)=CC=C(OC)C=2C2C(C(C)C)=CC(C(C)C)=CC=2C(C)C)CCCCC1.C(=O)([O-])[O-].[Cs+].[Cs+]. (2) Given the product [Br:39][C:40]1[N:41]([C:50]2[C:59]3[C:54](=[CH:55][CH:56]=[CH:57][CH:58]=3)[C:53]([CH:60]3[CH2:62][CH2:61]3)=[CH:52][CH:51]=2)[C:42]([S:45][CH2:46][C:47]([NH:6][CH:5]([CH3:7])[C:4]([O:3][CH3:2])=[O:8])=[O:48])=[N:43][N:44]=1, predict the reactants needed to synthesize it. The reactants are: Cl.[CH3:2][O:3][C:4](=[O:8])[C@H:5]([CH3:7])[NH2:6].Cl.C(N=C=NCCCN(C)C)C.ON1C2N=CC=CC=2N=N1.N1C(C)=CC=CC=1C.[Br:39][C:40]1[N:41]([C:50]2[C:59]3[C:54](=[CH:55][CH:56]=[CH:57][CH:58]=3)[C:53]([CH:60]3[CH2:62][CH2:61]3)=[CH:52][CH:51]=2)[C:42]([S:45][CH2:46][C:47](O)=[O:48])=[N:43][N:44]=1. (3) Given the product [CH2:1]([C:3]1[N:4]([C:28]2[CH:33]=[CH:32][C:31]([O:34][C:35]3([CH2:40][OH:41])[CH2:36][CH2:37][CH2:38][CH2:39]3)=[CH:30][CH:29]=2)[C:5](=[O:27])[C:6]([CH2:12][C:13]2[CH:14]=[CH:15][C:16]([C:19]3[CH:24]=[CH:23][CH:22]=[CH:21][C:20]=3[C:25]3[NH:42][C:65](=[O:67])[O:68][N:26]=3)=[CH:17][CH:18]=2)=[C:7]([CH2:9][CH2:10][CH3:11])[N:8]=1)[CH3:2], predict the reactants needed to synthesize it. The reactants are: [CH2:1]([C:3]1[N:4]([C:28]2[CH:33]=[CH:32][C:31]([O:34][C:35]3([CH2:40][OH:41])[CH2:39][CH2:38][CH2:37][CH2:36]3)=[CH:30][CH:29]=2)[C:5](=[O:27])[C:6]([CH2:12][C:13]2[CH:18]=[CH:17][C:16]([C:19]3[C:20]([C:25]#[N:26])=[CH:21][CH:22]=[CH:23][CH:24]=3)=[CH:15][CH:14]=2)=[C:7]([CH2:9][CH2:10][CH3:11])[N:8]=1)[CH3:2].[N:42]1C(C)=CC=CC=1C.FC(F)(F)S(O[Si](C(C)(C)C)(C)C)(=O)=O.[C:65]([O:68]CC)(=[O:67])C.